Dataset: Forward reaction prediction with 1.9M reactions from USPTO patents (1976-2016). Task: Predict the product of the given reaction. Given the reactants [O:1]([C:8]1[CH:13]=[CH:12][CH:11]=[CH:10][C:9]=1[NH:14][S:15]([C:18]1[CH:30]=[CH:29][C:21]([C:22]([NH:24][CH2:25][C:26](O)=[O:27])=[O:23])=[CH:20][CH:19]=1)(=[O:17])=[O:16])[C:2]1[CH:7]=[CH:6][CH:5]=[CH:4][CH:3]=1.[NH:31]1[C:39]2[C:34](=[CH:35][CH:36]=[C:37]([NH2:40])[CH:38]=2)[CH:33]=[CH:32]1, predict the reaction product. The product is: [NH:31]1[C:39]2[C:34](=[CH:35][CH:36]=[C:37]([NH:40][C:26]([CH2:25][NH:24][C:22](=[O:23])[C:21]3[CH:29]=[CH:30][C:18]([S:15](=[O:17])(=[O:16])[NH:14][C:9]4[CH:10]=[CH:11][CH:12]=[CH:13][C:8]=4[O:1][C:2]4[CH:3]=[CH:4][CH:5]=[CH:6][CH:7]=4)=[CH:19][CH:20]=3)=[O:27])[CH:38]=2)[CH:33]=[CH:32]1.